Dataset: Peptide-MHC class II binding affinity with 134,281 pairs from IEDB. Task: Regression. Given a peptide amino acid sequence and an MHC pseudo amino acid sequence, predict their binding affinity value. This is MHC class II binding data. The peptide sequence is WSASYTGGNTSRDHFS. The MHC is H-2-IAb with pseudo-sequence H-2-IAb. The binding affinity (normalized) is 0.536.